Dataset: Reaction yield outcomes from USPTO patents with 853,638 reactions. Task: Predict the reaction yield, written as a fraction of the theoretical maximum amount of product (1.0 means a 100% yield; for example, 0.34 means a 34% yield). The reactants are [Br:1][C:2]1[CH:7]=[CH:6][C:5]([O:8][CH3:9])=[CH:4][C:3]=1[N+:10]([O-])=O. The catalyst is C(O)C.[Ni]. The product is [Br:1][C:2]1[CH:7]=[CH:6][C:5]([O:8][CH3:9])=[CH:4][C:3]=1[NH2:10]. The yield is 0.860.